From a dataset of B-cell epitopes from IEDB database with 3,159 antigens for binding position prediction. Token-level Classification. Given an antigen amino acid sequence, predict which amino acid positions are active epitope sites capable of antibody binding. Output is a list of indices for active positions. (1) Given the antigen sequence: MDKLDANVSSEEGFGSVEKVVLLTFLSTVILMAILGNLLVMVAVCWDRQLRKIKTNYFIVSLAFADLLVSVLVMPFGAIELVQDIWIYGEVFCLVRTSLDVLLTTASIFHLCCISLDRYYAICCQPLVYRNKMTPLRIALMLGGCWVIPTFISFLPIMQGWNNIGIIDLIEKRKFNQNSNSTYCVFMVNKPYAITCSVVAFYIPFLLMVLAYYRIYVTAKEHAHQIQMLQRAGASSESRPQSADQHSTHRMRTETKAAKTLCIIMGCFCLCWAPFFVTNIVDPFIDYTVPGQVWTAFLWLGYINSGLNPFLYAFLNKSFRRAFLIILCCDDERYRRPSILGQTVPCSTTTINGSTHVLSSGTETDRKKLWNKEEKIDQTIQMPKRKRKKKASLSYEDLILLGRKSCFREGK, which amino acid positions are active epitope sites? The epitope positions are: [164, 165, 166, 167, 168, 169, 170, 171, 172, 173, 174, 175, 176, 177, 178, 179, 180, 181, 182, 183... (21 total positions)]. The amino acids at these positions are: GIIDLIEKRKFNQNSNSTYCV. (2) Given the antigen sequence: MEGVEEKKKEVPAVPETLKKKRRNFAELKIKRLRKKFAQKMLRKARRKLIYEKAKHYHKEYRQMYRTEIRMARMARKAGNFYVPAEPKLAFVIRIRGINGVSPKVRKVLQLLRLRQIFNGTFVKLNKASINMLRIVEPYIAWGYPNLKSVNELIYKRGYGKINKKRIALTDNALIARSLGKYGIICMEDLIHEIYTVGKRFKEANNFLWPFKLSSPRGGMKKKTTHFVEGGDAGNREDQINRLIRRMN, which amino acid positions are active epitope sites? The epitope positions are: [69, 70, 71, 72, 73, 74, 75, 76, 77, 78, 79, 80, 81, 82, 83, 84, 85, 86, 87]. The amino acids at these positions are: RMARMARKAGNFYVPAEPK.